Dataset: Reaction yield outcomes from USPTO patents with 853,638 reactions. Task: Predict the reaction yield, written as a fraction of the theoretical maximum amount of product (1.0 means a 100% yield; for example, 0.34 means a 34% yield). (1) The reactants are [F:1][C:2]1[C:10]2[CH2:9][CH2:8][CH2:7][CH2:6][C:5]=2[N:4]2[CH2:11][CH2:12][N:13]([C:16]3[N:23]=[CH:22][CH:21]=[C:20]([C:24]4[CH:29]=[C:28]([NH:30][C:31]5[CH:40]=[C:34]6[CH2:35][N:36]([CH3:39])[CH2:37][CH2:38][N:33]6[N:32]=5)[C:27](=[O:41])[N:26]([CH3:42])[CH:25]=4)[C:17]=3[CH:18]=[O:19])[C:14](=[O:15])[C:3]=12.[BH4-].[Na+].O. The catalyst is CO. The product is [F:1][C:2]1[C:10]2[CH2:9][CH2:8][CH2:7][CH2:6][C:5]=2[N:4]2[CH2:11][CH2:12][N:13]([C:16]3[C:17]([CH2:18][OH:19])=[C:20]([C:24]4[CH:29]=[C:28]([NH:30][C:31]5[CH:40]=[C:34]6[CH2:35][N:36]([CH3:39])[CH2:37][CH2:38][N:33]6[N:32]=5)[C:27](=[O:41])[N:26]([CH3:42])[CH:25]=4)[CH:21]=[CH:22][N:23]=3)[C:14](=[O:15])[C:3]=12. The yield is 0.670. (2) The reactants are [CH2:1]([C@H:3]1[C@@H:7]([NH:8][C:9]2[C:14]([N+:15]([O-])=O)=[CH:13][N:12]=[C:11]3[N:18]([S:21]([C:24]4[CH:30]=[CH:29][C:27]([CH3:28])=[CH:26][CH:25]=4)(=[O:23])=[O:22])[CH:19]=[CH:20][C:10]=23)[CH2:6][C@@H:5]([NH:31][S:32]([CH:35]2[CH2:37][CH2:36]2)(=[O:34])=[O:33])[CH2:4]1)[CH3:2].O.O.[Sn](Cl)Cl. The catalyst is CCO. The product is [NH2:15][C:14]1[C:9]([NH:8][C@@H:7]2[C@H:3]([CH2:1][CH3:2])[CH2:4][C@H:5]([NH:31][S:32]([CH:35]3[CH2:37][CH2:36]3)(=[O:33])=[O:34])[CH2:6]2)=[C:10]2[CH:20]=[CH:19][N:18]([S:21]([C:24]3[CH:25]=[CH:26][C:27]([CH3:28])=[CH:29][CH:30]=3)(=[O:22])=[O:23])[C:11]2=[N:12][CH:13]=1. The yield is 0.980. (3) The product is [N:18]1([CH2:2][CH2:3][O:4][CH:5]2[CH2:10][CH2:9][N:8]([C:11]([O:13][C:14]([CH3:17])([CH3:16])[CH3:15])=[O:12])[CH2:7][CH2:6]2)[CH2:23][CH2:22][CH2:21][CH2:20][CH2:19]1. The reactants are O=[C:2]([N:18]1[CH2:23][CH2:22][CH2:21][CH2:20][CH2:19]1)[CH2:3][O:4][CH:5]1[CH2:10][CH2:9][N:8]([C:11]([O:13][C:14]([CH3:17])([CH3:16])[CH3:15])=[O:12])[CH2:7][CH2:6]1. The yield is 0.950. The catalyst is C1COCC1. (4) The reactants are [N:1]1([C:6]2[CH:7]=[C:8]([CH:12]=[CH:13][N:14]=2)[C:9]([OH:11])=O)[CH:5]=[CH:4][N:3]=[CH:2]1.C(N(CC)C(C)C)(C)C.C1C=NC2N(O)N=NC=2C=1.Cl.C(N=C=NCCCN(C)C)C.Cl.[NH2:47][C:48]1[C:49]2[C:59]([O:60][CH2:61][C:62]([NH2:65])([CH3:64])[CH3:63])=[CH:58][CH:57]=[CH:56][C:50]=2[NH:51][S:52](=[O:55])(=[O:54])[N:53]=1.CC(O)=O.Cl. The catalyst is CN(C=O)C.O. The product is [NH2:47][C:48]1[C:49]2[C:59]([O:60][CH2:61][C:62]([NH:65][C:9](=[O:11])[C:8]3[CH:12]=[CH:13][N:14]=[C:6]([N:1]4[CH:5]=[CH:4][N:3]=[CH:2]4)[CH:7]=3)([CH3:63])[CH3:64])=[CH:58][CH:57]=[CH:56][C:50]=2[NH:51][S:52](=[O:55])(=[O:54])[N:53]=1. The yield is 0.497. (5) The reactants are [O:1]1[C:5]2[CH:6]=[CH:7][CH:8]=[CH:9][C:4]=2[CH:3]=[C:2]1B(O)O.Br[C:14]1[CH:35]=[CH:34][C:17]([C:18]([NH:20][S:21]([C:24]2[CH:29]=[CH:28][CH:27]=[CH:26][C:25]=2[S:30](=[O:33])(=[O:32])[NH2:31])(=[O:23])=[O:22])=[O:19])=[C:16]([CH3:36])[C:15]=1[O:37][CH3:38]. No catalyst specified. The product is [O:1]1[C:5]2[CH:6]=[CH:7][CH:8]=[CH:9][C:4]=2[CH:3]=[C:2]1[C:14]1[CH:35]=[CH:34][C:17]([C:18]([NH:20][S:21]([C:24]2[CH:29]=[CH:28][CH:27]=[CH:26][C:25]=2[S:30](=[O:32])(=[O:33])[NH2:31])(=[O:22])=[O:23])=[O:19])=[C:16]([CH3:36])[C:15]=1[O:37][CH3:38]. The yield is 0.480. (6) The reactants are [CH3:1][O:2][C:3]1[CH:4]=[CH:5][CH:6]=[C:7]2[C:11]=1[CH:10]([NH:12][C:13]1[O:14][CH2:15][C:16]3[CH:22]=[C:21]([NH2:23])[CH:20]=[CH:19][C:17]=3[N:18]=1)[CH2:9][CH2:8]2.[CH3:24][S:25](Cl)(=[O:27])=[O:26]. No catalyst specified. The product is [CH3:1][O:2][C:3]1[CH:4]=[CH:5][CH:6]=[C:7]2[C:11]=1[CH:10]([NH:12][C:13]1[O:14][CH2:15][C:16]3[CH:22]=[C:21]([NH:23][S:25]([CH3:24])(=[O:27])=[O:26])[CH:20]=[CH:19][C:17]=3[N:18]=1)[CH2:9][CH2:8]2. The yield is 0.430.